From a dataset of Full USPTO retrosynthesis dataset with 1.9M reactions from patents (1976-2016). Predict the reactants needed to synthesize the given product. (1) Given the product [S:1]([OH:5])([OH:4])(=[O:3])=[O:2].[CH:6]1([O:7][C:8](=[O:18])[CH2:9][N:10]2[CH:14]=[C:13]([CH2:15][CH2:16][NH2:17])[N:12]=[CH:11]2)[CH2:23][CH2:24][CH2:19][CH2:20][CH2:21]1, predict the reactants needed to synthesize it. The reactants are: [S:1]([OH:5])([OH:4])(=[O:3])=[O:2].[CH3:6][O:7][C:8](=[O:18])[CH2:9][N:10]1[CH:14]=[C:13]([CH2:15][CH2:16][NH2:17])[N:12]=[CH:11]1.[CH:19]1(O)[CH2:24][CH2:23]C[CH2:21][CH2:20]1. (2) Given the product [F:1][C:2]1[CH:3]=[C:4]2[C:9](=[CH:10][CH:11]=1)[N:8]=[C:7]([C:12](=[N:31][S@@:29]([C:25]([CH3:28])([CH3:27])[CH3:26])=[O:30])[CH3:13])[C:6]([C:15]1[CH:20]=[CH:19][CH:18]=[C:17]([S:21]([CH3:24])(=[O:23])=[O:22])[N:16]=1)=[CH:5]2, predict the reactants needed to synthesize it. The reactants are: [F:1][C:2]1[CH:3]=[C:4]2[C:9](=[CH:10][CH:11]=1)[N:8]=[C:7]([C:12](=O)[CH3:13])[C:6]([C:15]1[CH:20]=[CH:19][CH:18]=[C:17]([S:21]([CH3:24])(=[O:23])=[O:22])[N:16]=1)=[CH:5]2.[C:25]([S@:29]([NH2:31])=[O:30])([CH3:28])([CH3:27])[CH3:26]. (3) The reactants are: [Cl:1][CH2:2][CH:3]([CH:5]1[NH:20][C:19](=[O:21])[C@H:18]([CH3:22])[N:17]([CH3:23])[C:16](=[O:24])[CH2:15][CH2:14][CH2:13][CH2:12][CH:11]=[CH:10][CH2:9][CH2:8][C@@H:7]([CH3:25])[CH2:6]1)[OH:4]. Given the product [Cl:1][CH2:2][CH:3]([CH:5]1[NH:20][C:19](=[O:21])[C@H:18]([CH3:22])[N:17]([CH3:23])[C:16](=[O:24])[CH2:15][CH2:14][CH2:13][CH2:12][CH2:11][CH2:10][CH2:9][CH2:8][C@@H:7]([CH3:25])[CH2:6]1)[OH:4], predict the reactants needed to synthesize it. (4) Given the product [CH:39]([O:24][C:9]1[CH:8]=[C:7]2[C:12](=[C:11]([O:13][C:14]3[CH:15]=[CH:16][C:17]([S:20]([CH3:23])(=[O:22])=[O:21])=[CH:18][CH:19]=3)[CH:10]=1)[N:4]([CH2:3][O:2][CH3:1])[N:5]=[C:6]2[NH:25][C:26]1[CH:30]=[CH:29][N:28]([CH3:31])[N:27]=1)([CH3:40])[CH3:38], predict the reactants needed to synthesize it. The reactants are: [CH3:1][O:2][CH2:3][N:4]1[C:12]2[C:7](=[CH:8][C:9]([OH:24])=[CH:10][C:11]=2[O:13][C:14]2[CH:19]=[CH:18][C:17]([S:20]([CH3:23])(=[O:22])=[O:21])=[CH:16][CH:15]=2)[C:6]([NH:25][C:26]2[CH:30]=[CH:29][N:28]([CH3:31])[N:27]=2)=[N:5]1.C(=O)([O-])[O-].[K+].[K+].[CH3:38][CH:39](I)[CH3:40]. (5) Given the product [Cl:58][C:55]1[CH:56]=[CH:57][C:34]2[O:33][C:32]3[C:29](=[O:31])[NH:30][C:38]([C@H:40]4[CH2:44][C:43]([F:46])([F:45])[CH2:42][N:41]4[C:47]([O:49][C:50]([CH3:52])([CH3:53])[CH3:51])=[O:48])=[N:37][C:36]=3[C:35]=2[CH:54]=1, predict the reactants needed to synthesize it. The reactants are: BrC1C=CC2OC3C(=O)NC(C4CCN(C(OC(C)(C)C)=O)CC4)=NC=3C=2C=1.[C:29]([C:32]1[O:33][C:34]2[CH:57]=[CH:56][C:55]([Cl:58])=[CH:54][C:35]=2[C:36]=1[NH:37][C:38]([C@H:40]1[CH2:44][C:43]([F:46])([F:45])[CH2:42][N:41]1[C:47]([O:49][C:50]([CH3:53])([CH3:52])[CH3:51])=[O:48])=O)(=[O:31])[NH2:30].BrC1C=CC2OC(C(=O)N)=C(NC(C3CCN(C(OC(C)(C)C)=O)CC3)=O)C=2C=1. (6) The reactants are: Cl[C:2]1[N:11]=[C:10]2[C:5]([C:6](=[O:18])[C:7]([C:15]([OH:17])=[O:16])=[CH:8][N:9]2[CH:12]2[CH2:14][CH2:13]2)=[CH:4][C:3]=1[F:19].[CH2:20]([O:27][C:28](=[O:60])[CH2:29][CH2:30][C:31]([O:33][C:34]1([CH2:40][O:41][C:42]2[CH:47]=[CH:46][C:45]([N:48]3[CH2:52][C@H:51]([CH2:53][NH:54][C:55](=[O:57])[CH3:56])[O:50][C:49]3=[O:58])=[CH:44][C:43]=2[F:59])[CH2:39][CH2:38][NH:37][CH2:36][CH2:35]1)=[O:32])[C:21]1[CH:26]=[CH:25][CH:24]=[CH:23][CH:22]=1.C(N(CC)CC)C.C[Si](C)(C)Cl. Given the product [CH2:20]([O:27][C:28](=[O:60])[CH2:29][CH2:30][C:31]([O:33][C:34]1([CH2:40][O:41][C:42]2[CH:47]=[CH:46][C:45]([N:48]3[CH2:52][C@H:51]([CH2:53][NH:54][C:55](=[O:57])[CH3:56])[O:50][C:49]3=[O:58])=[CH:44][C:43]=2[F:59])[CH2:39][CH2:38][N:37]([C:2]2[C:3]([F:19])=[CH:4][C:5]3[C:6](=[O:18])[C:7]([C:15]([OH:17])=[O:16])=[CH:8][N:9]([CH:12]4[CH2:14][CH2:13]4)[C:10]=3[N:11]=2)[CH2:36][CH2:35]1)=[O:32])[C:21]1[CH:22]=[CH:23][CH:24]=[CH:25][CH:26]=1, predict the reactants needed to synthesize it.